Dataset: TCR-epitope binding with 47,182 pairs between 192 epitopes and 23,139 TCRs. Task: Binary Classification. Given a T-cell receptor sequence (or CDR3 region) and an epitope sequence, predict whether binding occurs between them. (1) The epitope is CTELKLSDY. The TCR CDR3 sequence is CANTGAGDRVIYNEQFF. Result: 0 (the TCR does not bind to the epitope). (2) The epitope is FLNRFTTTL. The TCR CDR3 sequence is CASSQEERGGRETQYF. Result: 0 (the TCR does not bind to the epitope). (3) The epitope is GILGFVFTL. The TCR CDR3 sequence is CASPQGGCYEQYF. Result: 1 (the TCR binds to the epitope). (4) The epitope is VLWAHGFEL. The TCR CDR3 sequence is CASSLGPDEQYF. Result: 1 (the TCR binds to the epitope).